This data is from Peptide-MHC class I binding affinity with 185,985 pairs from IEDB/IMGT. The task is: Regression. Given a peptide amino acid sequence and an MHC pseudo amino acid sequence, predict their binding affinity value. This is MHC class I binding data. (1) The peptide sequence is GRYSVRYVR. The MHC is HLA-A11:01 with pseudo-sequence HLA-A11:01. The binding affinity (normalized) is 0.0847. (2) The peptide sequence is GPEHSVADY. The MHC is HLA-A23:01 with pseudo-sequence HLA-A23:01. The binding affinity (normalized) is 0.